This data is from Catalyst prediction with 721,799 reactions and 888 catalyst types from USPTO. The task is: Predict which catalyst facilitates the given reaction. (1) The catalyst class is: 2. Product: [OH:2][C:3]1[CH:8]=[CH:7][C:6]([C:9]2[C:14]3[CH:15]=[CH:16][S:17][C:13]=3[C:12]([CH:18]=[O:19])=[CH:11][CH:10]=2)=[CH:5][CH:4]=1. Reactant: C[O:2][C:3]1[CH:8]=[CH:7][C:6]([C:9]2[C:14]3[CH:15]=[CH:16][S:17][C:13]=3[C:12]([CH:18]=[O:19])=[CH:11][CH:10]=2)=[CH:5][CH:4]=1.B(Br)(Br)Br. (2) Reactant: [H-].[Na+].[NH2:3][C@@H:4]1[C:13]2[C:8](=[CH:9][CH:10]=[CH:11][CH:12]=2)[C@H:7]([OH:14])[CH2:6][CH2:5]1.F[C:16]1[CH:17]=[CH:18][C:19]2[N:20]([C:22]([C@H:25]3[CH2:30][O:29][CH2:28][CH2:27][N:26]3[CH3:31])=[N:23][N:24]=2)[CH:21]=1.N. Product: [CH3:31][N:26]1[CH2:27][CH2:28][O:29][CH2:30][C@@H:25]1[C:22]1[N:20]2[CH:21]=[C:16]([O:14][C@H:7]3[C:8]4[C:13](=[CH:12][CH:11]=[CH:10][CH:9]=4)[C@@H:4]([NH2:3])[CH2:5][CH2:6]3)[CH:17]=[CH:18][C:19]2=[N:24][N:23]=1. The catalyst class is: 655. (3) Reactant: [CH2:1]([O:8][C:9]1[CH:36]=[CH:35][C:12]([CH2:13][N:14]([CH2:27][CH2:28][C:29]2[CH:34]=[CH:33][CH:32]=[CH:31][N:30]=2)[C:15](=[O:26])[CH2:16][CH2:17][CH2:18][CH2:19][C:20]2[CH:25]=[CH:24][CH:23]=[CH:22][CH:21]=2)=[CH:11][C:10]=1COS(C)(=O)=O)[C:2]1[CH:7]=[CH:6][CH:5]=[CH:4][CH:3]=1.[C:43](=O)([O-])[O-].[K+].[K+].[NH:49]([CH3:51])[CH3:50]. Product: [CH2:1]([O:8][C:9]1[CH:36]=[CH:35][C:12]([CH2:13][N:14]([CH2:27][CH2:28][C:29]2[CH:34]=[CH:33][CH:32]=[CH:31][N:30]=2)[C:15](=[O:26])[CH2:16][CH2:17][CH2:18][CH2:19][C:20]2[CH:25]=[CH:24][CH:23]=[CH:22][CH:21]=2)=[CH:11][C:10]=1[CH2:50][N:49]([CH3:43])[CH3:51])[C:2]1[CH:7]=[CH:6][CH:5]=[CH:4][CH:3]=1. The catalyst class is: 21. (4) Reactant: [CH2:1]([C:3]1[CH:9]=[CH:8][CH:7]=[CH:6][C:4]=1N)[CH3:2].Br[C:11]1[CH:16]=[CH:15][CH:14]=C[N:12]=1.CC(C)([O-])C.[Na+]. Product: [CH2:1]([C:2]1[CH:14]=[CH:15][CH:16]=[CH:11][N:12]=1)[C:3]1[CH:9]=[CH:8][CH:7]=[CH:6][CH:4]=1. The catalyst class is: 11. (5) Reactant: [NH2:1][C:2]1[CH:7]=[CH:6][N:5]=[CH:4][CH:3]=1.[CH3:8][O:9][C:10]1[C:15]2[O:16][C:17]3[CH:22]=[CH:21][CH:20]=[CH:19][C:18]=3[C:14]=2[C:13]([S:23](Cl)(=[O:25])=[O:24])=[CH:12][CH:11]=1.C(N(CC)CC)C.CO. Product: [CH3:8][O:9][C:10]1[C:15]2[O:16][C:17]3[CH:22]=[CH:21][CH:20]=[CH:19][C:18]=3[C:14]=2[C:13]([S:23]([NH:1][C:2]2[CH:7]=[CH:6][N:5]=[CH:4][CH:3]=2)(=[O:25])=[O:24])=[CH:12][CH:11]=1. The catalyst class is: 22. (6) Reactant: [H-].[H-].[H-].[H-].[Li+].[Al+3].[NH2:7][C:8]1[CH:19]=[CH:18][CH:17]=[CH:16][C:9]=1[C:10]([NH:12][CH:13]1[CH2:15][CH2:14]1)=O.O.[OH-].[Na+]. Product: [CH:13]1([NH:12][CH2:10][C:9]2[CH:16]=[CH:17][CH:18]=[CH:19][C:8]=2[NH2:7])[CH2:15][CH2:14]1. The catalyst class is: 1. (7) Reactant: [CH:1]1([NH:4][C:5]2[N:13]=[C:12]([NH:14]C(=O)C(C)C)[N:11]=[C:10]3[C:6]=2[N:7]=[CH:8][N:9]3[C@@H:20]2[CH2:24][C@H:23]([CH2:25][OH:26])[CH:22]=[CH:21]2)[CH2:3][CH2:2]1.[OH-].[Na+].[OH:29][S:30]([OH:33])(=[O:32])=[O:31]. Product: [CH2:2]1[CH:1]([NH:4][C:5]2[C:6]3[N:7]=[CH:8][N:9]([C@H:20]4[CH:21]=[CH:22][C@@H:23]([CH2:25][OH:26])[CH2:24]4)[C:10]=3[N:11]=[C:12]([NH2:14])[N:13]=2)[CH2:3]1.[CH2:2]1[CH:1]([NH:4][C:5]2[C:6]3[N:7]=[CH:8][N:9]([C@H:20]4[CH:21]=[CH:22][C@@H:23]([CH2:25][OH:26])[CH2:24]4)[C:10]=3[N:11]=[C:12]([NH2:14])[N:13]=2)[CH2:3]1.[OH:32][S:30]([OH:33])(=[O:31])=[O:29]. The catalyst class is: 32. (8) Reactant: [CH2:1]([N:3]1[C:11]([C:12]2[CH:13]=[N:14][C:15]([CH3:18])=[N:16][CH:17]=2)=[N:10][C:9]2[C:4]1=[N:5][CH:6]=[N:7][C:8]=2[O:19][C@H:20]1[CH2:24][CH2:23][NH:22][CH2:21]1)[CH3:2].Cl.[CH:26]1[N:30]=[CH:29][N:28]([C:31](N2C=NC=C2)=[O:32])[CH:27]=1.CCN(C(C)C)C(C)C. Product: [CH2:1]([N:3]1[C:11]([C:12]2[CH:17]=[N:16][C:15]([CH3:18])=[N:14][CH:13]=2)=[N:10][C:9]2[C:4]1=[N:5][CH:6]=[N:7][C:8]=2[O:19][C@H:20]1[CH2:24][CH2:23][N:22]([C:31]([N:28]2[CH:27]=[CH:26][N:30]=[CH:29]2)=[O:32])[CH2:21]1)[CH3:2]. The catalyst class is: 1. (9) Reactant: [CH2:1]([O:3][C:4](=[O:20])[CH2:5][C@@H:6]([NH:10][C:11]1[CH:16]=[CH:15][CH:14]=[CH:13][C:12]=1[N+:17]([O-])=O)[CH2:7][CH2:8][CH3:9])[CH3:2]. Product: [CH2:1]([O:3][C:4](=[O:20])[CH2:5][C@@H:6]([NH:10][C:11]1[CH:16]=[CH:15][CH:14]=[CH:13][C:12]=1[NH2:17])[CH2:7][CH2:8][CH3:9])[CH3:2]. The catalyst class is: 50.